Task: Predict the reaction yield, written as a fraction of the theoretical maximum amount of product (1.0 means a 100% yield; for example, 0.34 means a 34% yield).. Dataset: Reaction yield outcomes from USPTO patents with 853,638 reactions (1) The reactants are [CH:1]1[C:11]2=[C:12]3[C:7](=[CH:8][CH:9]=[CH:10]2)[CH2:6][CH2:5][CH2:4][N:3]3[CH:2]=1.[C:13](Cl)(=[O:17])[C:14](Cl)=[O:15].[CH3:19][O-:20].[Na+]. The catalyst is C(OCC)C. The product is [CH3:19][O:20][C:13](=[O:17])[C:14]([C:1]1[C:11]2=[C:12]3[C:7](=[CH:8][CH:9]=[CH:10]2)[CH2:6][CH2:5][CH2:4][N:3]3[CH:2]=1)=[O:15]. The yield is 0.840. (2) The reactants are [Br:1][C:2]1[CH:7]=[CH:6][C:5]([C:8]2[NH:9][CH:10]=[CH:11][N:12]=2)=[CH:4][CH:3]=1.[H-].[Na+].CS(O[CH2:20][C@@H:21]1[CH2:25][CH2:24][N:23]([C:26]([O:28][C:29]([CH3:32])([CH3:31])[CH3:30])=[O:27])[CH2:22]1)(=O)=O. The catalyst is C1COCC1. The product is [Br:1][C:2]1[CH:3]=[CH:4][C:5]([C:8]2[N:12]([CH2:20][C@@H:21]3[CH2:25][CH2:24][N:23]([C:26]([O:28][C:29]([CH3:30])([CH3:32])[CH3:31])=[O:27])[CH2:22]3)[CH:11]=[CH:10][N:9]=2)=[CH:6][CH:7]=1. The yield is 0.440. (3) The reactants are [NH:1]1[C:9]2[C:4](=[CH:5][C:6]([C:10]([OH:12])=[O:11])=[CH:7][CH:8]=2)[CH:3]=[CH:2]1.[OH2:13]. The catalyst is C(#N)C. The product is [CH:5]1[C:6]([C:10]([OH:12])=[O:11])=[CH:7][CH:8]=[C:9]2[C:4]=1[C:3]1[C:2]([NH:1]2)=[C:2]2[NH:1][C:9]3[CH:8]=[CH:7][C:6]([C:10]([OH:13])=[O:13])=[CH:5][C:4]=3[C:3]2=[C:2]2[NH:1][C:9]3[CH:8]=[CH:7][C:6]([C:10]([OH:12])=[O:11])=[CH:5][C:4]=3[C:3]=12. The yield is 0.790.